Task: Predict the product of the given reaction.. Dataset: Forward reaction prediction with 1.9M reactions from USPTO patents (1976-2016) (1) Given the reactants [CH2:1]([O:8][CH2:9][C:10]1[O:14][N:13]=[C:12]([C:15]([OH:17])=O)[CH:11]=1)[C:2]1[CH:7]=[CH:6][CH:5]=[CH:4][CH:3]=1.[O:18]1[CH2:23][CH2:22][CH2:21][CH:20]([CH2:24][NH2:25])[CH2:19]1.ON1C2C=CC=CC=2N=N1.Cl.C(N=C=NCCCN(C)C)C.Cl, predict the reaction product. The product is: [O:18]1[CH2:23][CH2:22][CH2:21][CH:20]([CH2:24][NH:25][C:15]([C:12]2[CH:11]=[C:10]([CH2:9][O:8][CH2:1][C:2]3[CH:3]=[CH:4][CH:5]=[CH:6][CH:7]=3)[O:14][N:13]=2)=[O:17])[CH2:19]1. (2) Given the reactants [CH3:1][C:2]([CH3:29])([CH3:28])[C@H:3]([NH:8][C:9]([C:11]1[N:12]=[C:13]([C:22]2[CH:27]=[CH:26][CH:25]=[CH:24][CH:23]=2)[N:14]2[CH2:20][CH2:19][CH2:18][N:17]([CH3:21])[CH2:16][C:15]=12)=[O:10])[C:4]([O:6]C)=[O:5].O.[OH-].[Li+], predict the reaction product. The product is: [CH3:1][C:2]([CH3:29])([CH3:28])[C@H:3]([NH:8][C:9]([C:11]1[N:12]=[C:13]([C:22]2[CH:23]=[CH:24][CH:25]=[CH:26][CH:27]=2)[N:14]2[CH2:20][CH2:19][CH2:18][N:17]([CH3:21])[CH2:16][C:15]=12)=[O:10])[C:4]([OH:6])=[O:5]. (3) Given the reactants [OH-].[Na+].[CH3:3][N:4]1[C:9](=[O:10])[C:8]2[C:11]([S:25][CH2:26][CH2:27][CH2:28][C:29]([O:31]C)=[O:30])=[C:12]([CH2:14][C:15]3[C:24]4[C:19](=[CH:20][CH:21]=[CH:22][CH:23]=4)[CH:18]=[CH:17][CH:16]=3)[S:13][C:7]=2[N:6]([CH2:33][CH:34]([CH3:36])[CH3:35])[C:5]1=[O:37].Cl, predict the reaction product. The product is: [CH3:3][N:4]1[C:9](=[O:10])[C:8]2[C:11]([S:25][CH2:26][CH2:27][CH2:28][C:29]([OH:31])=[O:30])=[C:12]([CH2:14][C:15]3[C:24]4[C:19](=[CH:20][CH:21]=[CH:22][CH:23]=4)[CH:18]=[CH:17][CH:16]=3)[S:13][C:7]=2[N:6]([CH2:33][CH:34]([CH3:35])[CH3:36])[C:5]1=[O:37]. (4) Given the reactants [CH:1]1([C:4]2[C:13]3[C:8](=[CH:9][CH:10]=[CH:11][CH:12]=3)[CH:7]=[N:6][C:5]=2[N:14]([CH2:29][C:30]2[CH:35]=[CH:34][C:33]([O:36][C:37]([F:40])([F:39])[F:38])=[CH:32][CH:31]=2)[S:15]([C:18]2[CH:27]=[CH:26][C:21]([C:22]([O:24]C)=O)=[C:20](F)[CH:19]=2)(=[O:17])=[O:16])[CH2:3][CH2:2]1.O.[NH2:42][NH2:43].C(OCC)(=O)C, predict the reaction product. The product is: [CH:1]1([C:4]2[C:13]3[C:8](=[CH:9][CH:10]=[CH:11][CH:12]=3)[CH:7]=[N:6][C:5]=2[N:14]([CH2:29][C:30]2[CH:31]=[CH:32][C:33]([O:36][C:37]([F:40])([F:38])[F:39])=[CH:34][CH:35]=2)[S:15]([C:18]2[CH:19]=[C:20]3[C:21]([C:22](=[O:24])[NH:42][NH:43]3)=[CH:26][CH:27]=2)(=[O:16])=[O:17])[CH2:3][CH2:2]1. (5) Given the reactants [Br:1][C:2]1[CH:3]=[N+:4]([O-:12])[CH:5]=[C:6]([N+:9]([O-:11])=[O:10])[C:7]=1[CH3:8].[Br:13]N1C(=O)CCC1=O.FC1C(F)=C(F)C=CC=1, predict the reaction product. The product is: [Br:1][C:2]1[CH:3]=[N+:4]([O-:12])[CH:5]=[C:6]([N+:9]([O-:11])=[O:10])[C:7]=1[CH2:8][Br:13]. (6) Given the reactants [Br:1][C:2]1[C:3]([N:9](O)[CH:10]=[NH:11])=[N:4][C:5]([Br:8])=[CH:6][N:7]=1.C([O-])(O)=O.[Na+], predict the reaction product. The product is: [Br:8][C:5]1[N:4]2[N:11]=[CH:10][N:9]=[C:3]2[C:2]([Br:1])=[N:7][CH:6]=1.